Task: Predict the reaction yield, written as a fraction of the theoretical maximum amount of product (1.0 means a 100% yield; for example, 0.34 means a 34% yield).. Dataset: Buchwald-Hartwig C-N cross coupling reaction yields with 55,370 reactions The yield is 0.174. No catalyst specified. The reactants are Ic1ccccn1.Cc1ccc(N)cc1.O=S(=O)(O[Pd]1c2ccccc2-c2ccccc2N~1)C(F)(F)F.CC(C)c1cc(C(C)C)c(-c2ccccc2P(C2CCCCC2)C2CCCCC2)c(C(C)C)c1.CCN=P(N=P(N(C)C)(N(C)C)N(C)C)(N(C)C)N(C)C.CCOC(=O)c1cnoc1C. The product is Cc1ccc(Nc2ccccn2)cc1.